Task: Predict the reaction yield, written as a fraction of the theoretical maximum amount of product (1.0 means a 100% yield; for example, 0.34 means a 34% yield).. Dataset: Reaction yield outcomes from USPTO patents with 853,638 reactions (1) The reactants are [NH2:1][CH2:2][C:3]1[C:4](=[O:14])[NH:5][C:6]([CH:10]2[CH2:13][CH2:12][CH2:11]2)=[CH:7][C:8]=1[CH3:9].[NH2:15][CH2:16][C:17]1[C:18](=[O:28])[NH:19][C:20]([CH3:27])=[CH:21][C:22]=1[CH:23]1[CH2:26][CH2:25][CH2:24]1.[CH3:29][C:30]([O:33][C:34](O[C:37]([O:39][C:40]([CH3:43])([CH3:42])[CH3:41])=[O:38])=[O:35])([CH3:32])[CH3:31].C(N(CC)CC)C. The catalyst is C1COCC1.CN(C=O)C. The product is [CH:10]1([C:6]2[NH:5][C:4](=[O:14])[C:3]([CH2:2][NH:1][C:34](=[O:35])[O:33][C:30]([CH3:32])([CH3:31])[CH3:29])=[C:8]([CH3:9])[CH:7]=2)[CH2:11][CH2:12][CH2:13]1.[CH:23]1([C:22]2[CH:21]=[C:20]([CH3:27])[NH:19][C:18](=[O:28])[C:17]=2[CH2:16][NH:15][C:37](=[O:38])[O:39][C:40]([CH3:41])([CH3:42])[CH3:43])[CH2:24][CH2:25][CH2:26]1. The yield is 0.200. (2) The reactants are [Br:1][C:2]1[CH:3]=[C:4]([O:16][CH3:17])[CH:5]=[C:6]2[C:11]=1[NH:10][C:9]([C:12]([OH:14])=O)=[CH:8][C:7]2=[O:15].CN(C(ON1N=NC2C=CC=CC1=2)=[N+](C)C)C.[B-](F)(F)(F)F.C1C=CC2N(O)N=NC=2C=1.[O:50]1[CH2:55][CH2:54][N:53]([C:56]2[CH:62]=[CH:61][C:59]([NH2:60])=[CH:58][CH:57]=2)[CH2:52][CH2:51]1.C(N(C(C)C)CC)(C)C. The catalyst is CN(C)C=O. The product is [N:53]1([C:56]2[CH:57]=[CH:58][C:59]([NH:60][C:12]([C:9]3[NH:10][C:11]4[C:6]([C:7](=[O:15])[CH:8]=3)=[CH:5][C:4]([O:16][CH3:17])=[CH:3][C:2]=4[Br:1])=[O:14])=[CH:61][CH:62]=2)[CH2:52][CH2:51][O:50][CH2:55][CH2:54]1. The yield is 0.580. (3) The reactants are [OH:1][CH2:2][CH2:3][C:4]1[CH:9]=[CH:8][N:7]=[C:6]([NH:10][C:11](=[O:17])[O:12][C:13]([CH3:16])([CH3:15])[CH3:14])[CH:5]=1.[H-].[Na+].F[C:21]1[C:30]2[C:25](=[CH:26][CH:27]=[CH:28][CH:29]=2)[C:24]([N+:31]([O-:33])=[O:32])=[CH:23][CH:22]=1.O. The catalyst is C1COCC1.CCOC(C)=O. The product is [N+:31]([C:24]1[C:25]2[C:30](=[CH:29][CH:28]=[CH:27][CH:26]=2)[C:21]([O:1][CH2:2][CH2:3][C:4]2[CH:9]=[CH:8][N:7]=[C:6]([NH:10][C:11](=[O:17])[O:12][C:13]([CH3:14])([CH3:16])[CH3:15])[CH:5]=2)=[CH:22][CH:23]=1)([O-:33])=[O:32]. The yield is 0.980. (4) The reactants are C(O[C:6](=O)[N:7]([C@H:9]1[CH2:14][CH2:13][C@H:12]([N:15]([C:18]2[CH:23]=[C:22]([C:24]#[C:25][CH2:26][N:27]3[CH2:32][CH2:31][O:30][CH2:29][CH2:28]3)[CH:21]=[C:20]([C:33](=[O:45])[NH:34][CH2:35][C:36]3[C:37](=[O:44])[NH:38][C:39]([CH3:43])=[CH:40][C:41]=3[CH3:42])[C:19]=2[CH3:46])[CH2:16][CH3:17])[CH2:11][CH2:10]1)C)(C)(C)C.C(O)(C(F)(F)F)=O. The catalyst is C(Cl)Cl. The product is [CH3:42][C:41]1[CH:40]=[C:39]([CH3:43])[NH:38][C:37](=[O:44])[C:36]=1[CH2:35][NH:34][C:33](=[O:45])[C:20]1[CH:21]=[C:22]([C:24]#[C:25][CH2:26][N:27]2[CH2:32][CH2:31][O:30][CH2:29][CH2:28]2)[CH:23]=[C:18]([N:15]([CH2:16][CH3:17])[C@H:12]2[CH2:13][CH2:14][C@H:9]([NH:7][CH3:6])[CH2:10][CH2:11]2)[C:19]=1[CH3:46]. The yield is 0.990. (5) The yield is 0.890. The catalyst is CO.[OH-].[Pd+2].[OH-]. The product is [N:11]1[C:10]2[CH2:9][NH:8][CH2:17][CH2:16][C:15]=2[C:14](=[O:18])[NH:13][CH:12]=1. The reactants are C([N:8]1[CH2:17][CH2:16][C:15]2[C:14](=[O:18])[NH:13][CH:12]=[N:11][C:10]=2[CH2:9]1)C1C=CC=CC=1. (6) The reactants are [C:1]([N:8]1[CH2:13][CH2:12][C:11](=O)[CH2:10][CH2:9]1)([O:3][C:4]([CH3:7])([CH3:6])[CH3:5])=[O:2].[NH2:15][C:16]1[CH:21]=[CH:20][C:19]([S:22]([N:25]([CH2:33][C:34]2[CH:39]=[CH:38][CH:37]=[CH:36][CH:35]=2)[CH2:26][C:27]2[CH:32]=[CH:31][CH:30]=[CH:29][CH:28]=2)(=[O:24])=[O:23])=[CH:18][CH:17]=1. No catalyst specified. The product is [C:4]([O:3][C:1]([N:8]1[CH2:13][CH2:12][CH:11]([NH:15][C:16]2[CH:17]=[CH:18][C:19]([S:22](=[O:24])(=[O:23])[N:25]([CH2:26][C:27]3[CH:28]=[CH:29][CH:30]=[CH:31][CH:32]=3)[CH2:33][C:34]3[CH:39]=[CH:38][CH:37]=[CH:36][CH:35]=3)=[CH:20][CH:21]=2)[CH2:10][CH2:9]1)=[O:2])([CH3:7])([CH3:6])[CH3:5]. The yield is 0.550. (7) The reactants are [CH3:1][O:2][C:3]1[CH:4]=[CH:5][C:6]([N+:22]([O-])=O)=[C:7]([CH:21]=1)[NH:8][CH2:9][C:10]1[CH:20]=[CH:19][C:13]2[N:14]=[C:15]([S:17][CH3:18])[O:16][C:12]=2[CH:11]=1.CC(O)=O.CO. The catalyst is C(Cl)Cl.[Zn]. The product is [CH3:1][O:2][C:3]1[CH:21]=[C:7]([NH:8][CH2:9][C:10]2[CH:20]=[CH:19][C:13]3[N:14]=[C:15]([S:17][CH3:18])[O:16][C:12]=3[CH:11]=2)[C:6]([NH2:22])=[CH:5][CH:4]=1. The yield is 0.957. (8) The reactants are Cl[C:2]1[C:3]2[CH:20]=[CH:19][C:18](=[O:21])[N:17]([C:22]3[C:27]([F:28])=[CH:26][CH:25]=[CH:24][C:23]=3[F:29])[C:4]=2[N:5]=[C:6]([NH:8][CH2:9][CH2:10][CH2:11][N:12]([CH2:15][CH3:16])[CH2:13][CH3:14])[N:7]=1.CC1(C)C(C)(C)OB([C:38]2[CH:39]=[C:40]([CH:44]=[CH:45][CH:46]=2)[C:41]([OH:43])=[O:42])O1.C(=O)([O-])[O-].[K+].[K+]. The catalyst is O1CCOCC1.O.C1C=CC([P]([Pd]([P](C2C=CC=CC=2)(C2C=CC=CC=2)C2C=CC=CC=2)([P](C2C=CC=CC=2)(C2C=CC=CC=2)C2C=CC=CC=2)[P](C2C=CC=CC=2)(C2C=CC=CC=2)C2C=CC=CC=2)(C2C=CC=CC=2)C2C=CC=CC=2)=CC=1. The product is [CH2:13]([N:12]([CH2:15][CH3:16])[CH2:11][CH2:10][CH2:9][NH:8][C:6]1[N:7]=[C:2]([C:38]2[CH:39]=[C:40]([CH:44]=[CH:45][CH:46]=2)[C:41]([OH:43])=[O:42])[C:3]2[CH:20]=[CH:19][C:18](=[O:21])[N:17]([C:22]3[C:27]([F:28])=[CH:26][CH:25]=[CH:24][C:23]=3[F:29])[C:4]=2[N:5]=1)[CH3:14]. The yield is 0.320. (9) The reactants are [N:1]([CH2:4][C@H:5]([CH3:22])[C@H:6]([C@H:15]1[CH2:19][O:18]C(C)(C)[O:16]1)[O:7][Si:8]([C:11]([CH3:14])([CH3:13])[CH3:12])([CH3:10])[CH3:9])=[N+:2]=[N-:3].CC1C=CC(S([O-])(=O)=O)=CC=1.C1C=C[NH+]=CC=1. The catalyst is CO. The product is [N:1]([CH2:4][C@H:5]([CH3:22])[C@@H:6]([O:7][Si:8]([C:11]([CH3:14])([CH3:13])[CH3:12])([CH3:10])[CH3:9])[C@H:15]([OH:16])[CH2:19][OH:18])=[N+:2]=[N-:3]. The yield is 0.400. (10) The reactants are [NH:1]1[CH2:4][CH:3]([C:5]([N:7]2[CH2:13][CH2:12][CH2:11][N:10]([CH:14]3[CH2:17][CH2:16][CH2:15]3)[CH2:9][CH2:8]2)=[O:6])[CH2:2]1.C(=O)([O-])[O-].[Na+].[Na+].[C:24](Cl)(=[O:27])[CH2:25][CH3:26]. The catalyst is ClCCl. The product is [CH:14]1([N:10]2[CH2:11][CH2:12][CH2:13][N:7]([C:5]([CH:3]3[CH2:2][N:1]([C:24](=[O:27])[CH2:25][CH3:26])[CH2:4]3)=[O:6])[CH2:8][CH2:9]2)[CH2:17][CH2:16][CH2:15]1. The yield is 0.120.